This data is from Reaction yield outcomes from USPTO patents with 853,638 reactions. The task is: Predict the reaction yield, written as a fraction of the theoretical maximum amount of product (1.0 means a 100% yield; for example, 0.34 means a 34% yield). (1) The reactants are [OH:1][C:2]1[CH:10]=[CH:9][C:5]([C:6]([OH:8])=O)=[CH:4][CH:3]=1.C1N=CN(C(N2C=NC=C2)=O)C=1.[Cl:23][C:24]1[NH:32][C:31]2[C:30](=[O:33])[N:29]([CH2:34][CH2:35][CH2:36][CH2:37]/[C:38](=[N:41]/[H])/[NH:39]O)[C:28](=[O:43])[N:27]([CH2:44][CH2:45][CH3:46])[C:26]=2[N:25]=1.ClC1NC2C(=O)N(CCCC/C(=N/[H])/NO)C(=O)N(CCCCC)C=2N=1. The catalyst is CS(C)=O. The product is [Cl:23][C:24]1[NH:32][C:31]2[C:30](=[O:33])[N:29]([CH2:34][CH2:35][CH2:36][CH2:37][C:38]3[N:39]=[C:6]([C:5]4[CH:4]=[CH:3][C:2]([OH:1])=[CH:10][CH:9]=4)[O:8][N:41]=3)[C:28](=[O:43])[N:27]([CH2:44][CH2:45][CH3:46])[C:26]=2[N:25]=1. The yield is 0.110. (2) The reactants are [Br:1][C:2]1[CH:3]=[N:4][C:5](Cl)=[N:6][CH:7]=1.CC[N:11]([CH:15]([CH3:17])[CH3:16])C(C)C.C1(N)CC1. The catalyst is CC(O)C. The product is [Br:1][C:2]1[CH:3]=[N:4][C:5]([NH:11][CH:15]2[CH2:17][CH2:16]2)=[N:6][CH:7]=1. The yield is 0.950. (3) The reactants are [CH:1]1[CH:6]=[CH:5][CH:4]=[CH:3][C:2]=1[S:7]([CH2:10][CH:11](Br)[C:12]1[CH:17]=[CH:16][CH:15]=[CH:14][CH:13]=1)(=[O:9])=[O:8].[ClH:19].Cl.[CH2:21]([N:30]1[CH2:35][CH2:34][NH:33][CH2:32][CH2:31]1)[C:22]([C:24]1[CH:29]=[CH:28][CH:27]=[CH:26][CH:25]=1)=[O:23].C([O-])([O-])=O.[K+].[K+]. The catalyst is CC(C)=O. The product is [ClH:19].[ClH:19].[CH:1]1[CH:6]=[CH:5][CH:4]=[CH:3][C:2]=1[S:7]([CH2:10][CH:11]([N:33]1[CH2:34][CH2:35][N:30]([CH2:21][C:22]([C:24]2[CH:29]=[CH:28][CH:27]=[CH:26][CH:25]=2)=[O:23])[CH2:31][CH2:32]1)[C:12]1[CH:17]=[CH:16][CH:15]=[CH:14][CH:13]=1)(=[O:9])=[O:8]. The yield is 0.500. (4) The reactants are [F:1][C:2]1([F:33])[O:6][C:5]2[CH:7]=[CH:8][C:9]([C:11]3([C:14]([NH:16][C:17]4[N:22]=[C:21]([C:23]5[CH:24]=[C:25]([CH:29]=[CH:30][CH:31]=5)[C:26](O)=[O:27])[C:20]([CH3:32])=[CH:19][CH:18]=4)=[O:15])[CH2:13][CH2:12]3)=[CH:10][C:4]=2[O:3]1.[CH3:34][S:35]([NH2:38])(=[O:37])=[O:36].C(N(CC)CC)C. The catalyst is ClCCl. The product is [F:33][C:2]1([F:1])[O:6][C:5]2[CH:7]=[CH:8][C:9]([C:11]3([C:14]([NH:16][C:17]4[N:22]=[C:21]([C:23]5[CH:24]=[C:25]([CH:29]=[CH:30][CH:31]=5)[C:26]([NH:38][S:35]([CH3:34])(=[O:37])=[O:36])=[O:27])[C:20]([CH3:32])=[CH:19][CH:18]=4)=[O:15])[CH2:13][CH2:12]3)=[CH:10][C:4]=2[O:3]1. The yield is 0.300. (5) The product is [CH2:16]([N:23]1[CH2:28][CH2:27][CH:26]([N:29]([CH3:42])[C:30](=[O:41])[CH2:31][O:32][C:33]2[N:38]=[C:37]([CH3:39])[CH:36]=[C:35]([CH3:40])[N:34]=2)[CH2:25][CH2:24]1)[C:17]1[CH:18]=[CH:19][CH:20]=[CH:21][CH:22]=1.[ClH:43].[CH2:16]([N:23]1[CH2:28][CH2:27][CH:26]([N:29]([CH3:42])[C:30](=[O:41])[CH2:31][O:32][C:33]2[N:38]=[C:37]([CH3:39])[CH:36]=[C:35]([CH3:40])[N:34]=2)[CH2:25][CH2:24]1)[C:17]1[CH:18]=[CH:19][CH:20]=[CH:21][CH:22]=1. The yield is 0.620. The catalyst is CO. The reactants are C(N1CCC(NC)CC1)C1C=CC=CC=1.[CH2:16]([N:23]1[CH2:28][CH2:27][CH:26]([N:29]([CH3:42])[C:30](=[O:41])[CH2:31][O:32][C:33]2[N:38]=[C:37]([CH3:39])[CH:36]=[C:35]([CH3:40])[N:34]=2)[CH2:25][CH2:24]1)[C:17]1[CH:22]=[CH:21][CH:20]=[CH:19][CH:18]=1.[ClH:43].C(OCC)(=O)C. (6) The reactants are [O:1]1[CH2:6][CH2:5][N:4]([CH:7]([CH3:22])[C:8]#[C:9][C:10]#[C:11][C:12]2[CH:21]=[CH:20][C:15]([C:16]([O:18]C)=[O:17])=[CH:14][CH:13]=2)[CH2:3][CH2:2]1.CO.O. The catalyst is C1COCC1. The product is [O:1]1[CH2:2][CH2:3][N:4]([CH:7]([CH3:22])[C:8]#[C:9][C:10]#[C:11][C:12]2[CH:13]=[CH:14][C:15]([C:16]([OH:18])=[O:17])=[CH:20][CH:21]=2)[CH2:5][CH2:6]1. The yield is 0.990. (7) The reactants are [C:1]([N:8]1[CH2:31][CH2:30][C@@:15]23[C:16]4[CH:17]=[C:18]([O:23][C:24](=[O:29])[C:25]([CH3:28])([CH3:27])[CH3:26])[CH:19]=[CH:20][C:21]=4[CH2:22][C@@H:9]1[C@@H:10]2[CH2:11][CH2:12][CH2:13][CH2:14]3)(OC(C)(C)C)=O.O1CCO[CH2:34][CH2:33]1.Cl.C(Br)C#C.C1(C)C=CC=CC=1. The catalyst is C(Cl)Cl. The product is [CH2:1]([N:8]1[CH2:31][CH2:30][C@@:15]23[C:16]4[CH:17]=[C:18]([O:23][C:24](=[O:29])[C:25]([CH3:27])([CH3:28])[CH3:26])[CH:19]=[CH:20][C:21]=4[CH2:22][C@@H:9]1[C@@H:10]2[CH2:11][CH2:12][CH2:13][CH2:14]3)[C:33]#[CH:34]. The yield is 0.680. (8) The reactants are [Cl:1][C:2]1[CH:7]=[C:6](/[CH:8]=[CH:9]/[CH:10]([C:15]2[CH:20]=[C:19]([Cl:21])[C:18]([Cl:22])=[C:17]([Cl:23])[CH:16]=2)[C:11]([F:14])([F:13])[F:12])[CH:5]=[CH:4][C:3]=1[CH2:24][NH2:25].Cl[C:27](=[O:32])[C:28]([O:30][CH3:31])=[O:29]. The catalyst is C(Cl)Cl. The product is [Cl:1][C:2]1[CH:7]=[C:6](/[CH:8]=[CH:9]/[CH:10]([C:15]2[CH:20]=[C:19]([Cl:21])[C:18]([Cl:22])=[C:17]([Cl:23])[CH:16]=2)[C:11]([F:14])([F:13])[F:12])[CH:5]=[CH:4][C:3]=1[CH2:24][NH:25][C:27](=[O:32])[C:28]([O:30][CH3:31])=[O:29]. The yield is 0.500.